This data is from Experimentally validated miRNA-target interactions with 360,000+ pairs, plus equal number of negative samples. The task is: Binary Classification. Given a miRNA mature sequence and a target amino acid sequence, predict their likelihood of interaction. The miRNA is hsa-miR-331-3p with sequence GCCCCUGGGCCUAUCCUAGAA. The protein sequence of the target gene is MEPETALWGPDLQGPEQSPNDAHRGAESENEEESPRQESSGEEIIMGDPAQSPESKDSTEMSLERSSQDPSVPQNPPTPLGHSNPLDHQIPLDPPAPEVVPTPSDWTKACEASWQWGALTTWNSPPVVPANEPSLRELVQGRPAGAEKPYICNECGKSFSQWSKLLRHQRIHTGERPNTCSECGKSFTQSSHLVQHQRTHTGEKPYKCPDCGKCFSWSSNLVQHQRTHTGEKPYKCTECEKAFTQSTNLIKHQRSHTGEKPYKCGECRRAFYRSSDLIQHQATHTGEKPYKCPECGKRFG.... Result: 1 (interaction).